The task is: Predict which catalyst facilitates the given reaction.. This data is from Catalyst prediction with 721,799 reactions and 888 catalyst types from USPTO. (1) Reactant: [C:1]([Si:5]([C:17]([CH3:20])([CH3:19])[CH3:18])([OH:16])[C:6]1[CH:11]=[CH:10][C:9]([CH2:12][C:13]([OH:15])=O)=[CH:8][CH:7]=1)([CH3:4])([CH3:3])[CH3:2].Cl.CN(C)CCCN=C=NCC.[CH2:33]([NH2:40])[C:34]1[CH:39]=[CH:38][CH:37]=[CH:36][CH:35]=1. Product: [CH2:33]([NH:40][C:13](=[O:15])[CH2:12][C:9]1[CH:10]=[CH:11][C:6]([Si:5]([C:1]([CH3:3])([CH3:4])[CH3:2])([C:17]([CH3:18])([CH3:19])[CH3:20])[OH:16])=[CH:7][CH:8]=1)[C:34]1[CH:39]=[CH:38][CH:37]=[CH:36][CH:35]=1. The catalyst class is: 4. (2) Reactant: C(O[BH-](OC(=O)C)OC(=O)C)(=O)C.[Na+].[CH3:15][NH:16][CH2:17][CH2:18][CH2:19][CH2:20][NH:21][C:22]([NH:24][C:25]1[CH:30]=[CH:29][CH:28]=[C:27]([C:31]2[N:35]([CH3:36])[N:34]=[N:33][N:32]=2)[CH:26]=1)=[O:23].[F:37][C:38]1[CH:45]=[CH:44][C:41]([CH:42]=O)=[CH:40][C:39]=1[CH3:46]. Product: [F:37][C:38]1[CH:45]=[CH:44][C:41]([CH2:42][N:16]([CH2:17][CH2:18][CH2:19][CH2:20][NH:21][C:22]([NH:24][C:25]2[CH:30]=[CH:29][CH:28]=[C:27]([C:31]3[N:35]([CH3:36])[N:34]=[N:33][N:32]=3)[CH:26]=2)=[O:23])[CH3:15])=[CH:40][C:39]=1[CH3:46]. The catalyst class is: 1. (3) Reactant: [C:1]([C:4]1[CH:14]=[CH:13][CH:12]=[CH:11][C:5]=1[O:6][CH2:7]C(O)=O)(=O)[CH3:2].C([O-])(=O)C.[Na+]. Product: [CH3:2][C:1]1[C:4]2[CH:14]=[CH:13][CH:12]=[CH:11][C:5]=2[O:6][CH:7]=1. The catalyst class is: 152. (4) Reactant: C(OC([NH:8][CH:9]1[CH2:14][CH2:13][N:12]([C:15]([O:17][CH2:18][C:19]2[CH:24]=[C:23]([Cl:25])[CH:22]=[C:21]([Cl:26])[CH:20]=2)=[O:16])[CH2:11][CH2:10]1)=O)(C)(C)C.Cl.O1CCOCC1. Product: [NH2:8][CH:9]1[CH2:10][CH2:11][N:12]([C:15]([O:17][CH2:18][C:19]2[CH:24]=[C:23]([Cl:25])[CH:22]=[C:21]([Cl:26])[CH:20]=2)=[O:16])[CH2:13][CH2:14]1. The catalyst class is: 2. (5) Reactant: [H-].[H-].[H-].[H-].[Li+].[Al+3].[CH:7]([NH:10][C:11]([C@H:13]1[C@@H:17]([CH2:18][OH:19])[CH2:16][N:15]([CH2:20][C:21]2[CH:26]=[CH:25][CH:24]=[CH:23][CH:22]=2)[CH2:14]1)=O)([CH3:9])[CH3:8]. Product: [CH2:20]([N:15]1[CH2:14][C@@H:13]([CH2:11][NH:10][CH:7]([CH3:8])[CH3:9])[C@@H:17]([CH2:18][OH:19])[CH2:16]1)[C:21]1[CH:22]=[CH:23][CH:24]=[CH:25][CH:26]=1. The catalyst class is: 1. (6) Reactant: F[C:2]1[CH:9]=[CH:8][C:5]([C:6]#[N:7])=[C:4]([C:10]([F:13])([F:12])[F:11])[C:3]=1[CH3:14].[NH2:15][C@H:16]([C:20]([OH:23])([CH3:22])[CH3:21])[C:17]([OH:19])=[O:18].C([O-])([O-])=O.[K+].[K+]. Product: [C:6]([C:5]1[CH:8]=[CH:9][C:2]([NH:15][C@H:16]([C:20]([OH:23])([CH3:22])[CH3:21])[C:17]([OH:19])=[O:18])=[C:3]([CH3:14])[C:4]=1[C:10]([F:13])([F:12])[F:11])#[N:7]. The catalyst class is: 16. (7) Reactant: [CH:1]([C:4]1[CH:9]=[CH:8][C:7]([CH:10]2[C:14]3[C:15]([CH3:30])=[C:16]([NH:21][C:22](=[O:29])OCC(Cl)(Cl)Cl)[C:17]([CH3:20])=[C:18]([CH3:19])[C:13]=3[O:12][CH2:11]2)=[CH:6][CH:5]=1)([CH3:3])[CH3:2].[NH2:31][C:32]([CH3:36])([CH3:35])[CH2:33][OH:34]. Product: [OH:34][CH2:33][C:32]([NH:31][C:22]([NH:21][C:16]1[C:17]([CH3:20])=[C:18]([CH3:19])[C:13]2[O:12][CH2:11][CH:10]([C:7]3[CH:8]=[CH:9][C:4]([CH:1]([CH3:3])[CH3:2])=[CH:5][CH:6]=3)[C:14]=2[C:15]=1[CH3:30])=[O:29])([CH3:36])[CH3:35]. The catalyst class is: 195. (8) Reactant: C([N-]C(C)C)(C)C.[Li+].[CH2:9]([CH:11]([C:14]1[N:19]2[N:20]=[C:21]([CH3:28])[C:22]([C:23]3[S:27][CH:26]=[N:25][CH:24]=3)=[C:18]2[N:17]=[C:16]([CH3:29])[CH:15]=1)[CH2:12][CH3:13])[CH3:10].[I:30]N1C(=O)CCC1=O.[Cl-].[NH4+]. Product: [CH2:9]([CH:11]([C:14]1[N:19]2[N:20]=[C:21]([CH3:28])[C:22]([C:23]3[S:27][C:26]([I:30])=[N:25][CH:24]=3)=[C:18]2[N:17]=[C:16]([CH3:29])[CH:15]=1)[CH2:12][CH3:13])[CH3:10]. The catalyst class is: 1. (9) Reactant: C([O:8][C:9]1[CH:14]=[CH:13][C:12]([C:15]([C:17]2[CH:22]=[C:21]([O:23][CH3:24])[CH:20]=[CH:19][C:18]=2[O:25][CH2:26][O:27][CH3:28])=[O:16])=[CH:11][CH:10]=1)C1C=CC=CC=1. Product: [OH:8][C:9]1[CH:10]=[CH:11][C:12]([C:15]([C:17]2[CH:22]=[C:21]([O:23][CH3:24])[CH:20]=[CH:19][C:18]=2[O:25][CH2:26][O:27][CH3:28])=[O:16])=[CH:13][CH:14]=1. The catalyst class is: 481. (10) The catalyst class is: 1. Reactant: [C:1]([C:5]1[CH:14]=[C:13]([C:15]2[N:16]([CH3:22])[C:17](C#N)=[CH:18][CH:19]=2)[CH:12]=[CH:11][C:6]=1[C:7](OC)=[O:8])([CH3:4])([CH3:3])[CH3:2].[H-].[Al+3].[Li+].[N+3].[H-].[H-].[H-].[H-].[H-].[H-].[Cl-].[NH4+].[C:35](OCC)(=[O:37])C. Product: [C:1]([C:5]1[CH:14]=[C:13]([C:15]2[N:16]([CH3:22])[C:17]([CH:35]=[O:37])=[CH:18][CH:19]=2)[CH:12]=[CH:11][C:6]=1[CH2:7][OH:8])([CH3:3])([CH3:4])[CH3:2].